Dataset: Catalyst prediction with 721,799 reactions and 888 catalyst types from USPTO. Task: Predict which catalyst facilitates the given reaction. (1) Reactant: [F:1][C:2]1[CH:7]=[CH:6][C:5]([C:8]2[O:9][C:10]3[CH:19]=[CH:18][C:17]([OH:20])=[CH:16][C:11]=3[C:12]=2[C:13]([O-:15])=[O:14])=[CH:4][CH:3]=1.[OH-].[Na+].Cl. Product: [F:1][C:2]1[CH:7]=[CH:6][C:5]([C:8]2[O:9][C:10]3[CH:19]=[CH:18][C:17]([OH:20])=[CH:16][C:11]=3[C:12]=2[C:13]([OH:15])=[O:14])=[CH:4][CH:3]=1. The catalyst class is: 92. (2) Reactant: [CH3:1][C:2]1([CH3:38])[O:6][C@H:5]([CH2:7][N:8]2[CH:12]=[CH:11][C:10]([NH:13][C:14](=[O:37])[CH:15]([N:20]3[C:25](=[O:26])[CH:24]=[C:23](ON4C5C=CC=CC=5N=N4)[CH:22]=[N:21]3)[CH2:16][CH:17]([CH3:19])[CH3:18])=[N:9]2)[CH2:4][O:3]1.C(=O)([O-])[O-].[Cs+].[Cs+].[NH:45]1[C:53]2[CH:52]=[CH:51][CH:50]=[C:49]([OH:54])[C:48]=2[CH:47]=[CH:46]1. Product: [CH3:1][C:2]1([CH3:38])[O:6][C@H:5]([CH2:7][N:8]2[CH:12]=[CH:11][C:10]([NH:13][C:14](=[O:37])[CH:15]([N:20]3[C:25](=[O:26])[CH:24]=[C:23]([N:45]4[C:53]5[C:48](=[C:49]([OH:54])[CH:50]=[CH:51][CH:52]=5)[CH:47]=[CH:46]4)[CH:22]=[N:21]3)[CH2:16][CH:17]([CH3:19])[CH3:18])=[N:9]2)[CH2:4][O:3]1. The catalyst class is: 9.